From a dataset of Reaction yield outcomes from USPTO patents with 853,638 reactions. Predict the reaction yield, written as a fraction of the theoretical maximum amount of product (1.0 means a 100% yield; for example, 0.34 means a 34% yield). (1) The reactants are [P:1]([OH:13])([O:8][C:9]([CH3:12])([CH3:11])[CH3:10])([O:3][C:4]([CH3:7])([CH3:6])[CH3:5])=[O:2].[OH-].[CH2:15]([N+:19]([CH2:28][CH2:29][CH2:30][CH3:31])([CH2:24][CH2:25][CH2:26][CH3:27])[CH2:20][CH2:21][CH2:22][CH3:23])[CH2:16][CH2:17][CH3:18]. The catalyst is CC(C)=O. The product is [C:9]([O:8][P:1]([O-:13])([O:3][C:4]([CH3:7])([CH3:6])[CH3:5])=[O:2])([CH3:12])([CH3:11])[CH3:10].[CH2:28]([N+:19]([CH2:15][CH2:16][CH2:17][CH3:18])([CH2:20][CH2:21][CH2:22][CH3:23])[CH2:24][CH2:25][CH2:26][CH3:27])[CH2:29][CH2:30][CH3:31]. The yield is 0.370. (2) The reactants are [N+:1]([O-:4])(O)=[O:2].[Br:5][C:6]1[CH:11]=[C:10]([F:12])[CH:9]=[C:8]([Br:13])[C:7]=1[O:14][CH3:15]. The catalyst is OS(O)(=O)=O. The product is [Br:5][C:6]1[CH:11]=[C:10]([F:12])[C:9]([N+:1]([O-:4])=[O:2])=[C:8]([Br:13])[C:7]=1[O:14][CH3:15]. The yield is 0.910. (3) The reactants are [Br:1][C:2]1[CH:3]=[C:4]([CH2:8][NH2:9])[CH:5]=[N:6][CH:7]=1.[CH:10]1([CH:15]=O)[CH2:14][CH2:13][CH2:12][CH2:11]1.[BH3-]C#N.[Na+]. The catalyst is CO. The product is [Br:1][C:2]1[CH:3]=[C:4]([CH2:8][NH:9][CH2:15][CH:10]2[CH2:14][CH2:13][CH2:12][CH2:11]2)[CH:5]=[N:6][CH:7]=1. The yield is 0.793. (4) The reactants are [S:1]1[CH:5]=[CH:4][CH:3]=[C:2]1[CH:6]=O.[C:8]([CH2:10][C:11]([O:13][CH2:14][CH3:15])=[O:12])#[N:9]. The catalyst is N1CCCCC1.C(O)C. The product is [C:8](/[C:10](=[CH:6]\[C:2]1[S:1][CH:5]=[CH:4][CH:3]=1)/[C:11]([O:13][CH2:14][CH3:15])=[O:12])#[N:9]. The yield is 0.750. (5) The reactants are [CH:1]1([CH2:6][CH:7]([C:11]2[CH:16]=[CH:15][C:14]([Cl:17])=[C:13]([Cl:18])[CH:12]=2)[C:8]([OH:10])=O)[CH2:5][CH2:4][CH2:3][CH2:2]1.F[P-](F)(F)(F)(F)F.N1(OC(N(C)C)=[N+](C)C)C2C=CC=CC=2N=N1.C(N(CC)C(C)C)(C)C.[NH2:52][C:53]1[N:54]=[N:55][CH:56]=[CH:57][CH:58]=1. The catalyst is CN(C)C=O. The product is [CH:1]1([CH2:6][CH:7]([C:11]2[CH:16]=[CH:15][C:14]([Cl:17])=[C:13]([Cl:18])[CH:12]=2)[C:8]([NH:52][C:53]2[N:54]=[N:55][CH:56]=[CH:57][CH:58]=2)=[O:10])[CH2:2][CH2:3][CH2:4][CH2:5]1. The yield is 0.620. (6) The reactants are [CH3:1][C@H:2]1[NH:7][C@@H:6]([CH3:8])[CH2:5][N:4]([C:9]2[CH:14]=[CH:13][C:12]([NH:15][C:16]3[N:21]=[CH:20][C:19](/[CH:22]=[CH:23]/[C:24]4[CH:25]=[C:26]([CH:31]=[C:32]([O:35][CH3:36])[C:33]=4[F:34])[C:27]([O:29][CH3:30])=[O:28])=[CH:18][N:17]=3)=[CH:11][CH:10]=2)[CH2:3]1. The catalyst is CO.C1COCC1.[Pd]. The product is [CH3:1][C@H:2]1[NH:7][C@@H:6]([CH3:8])[CH2:5][N:4]([C:9]2[CH:14]=[CH:13][C:12]([NH:15][C:16]3[N:17]=[CH:18][C:19]([CH2:22][CH2:23][C:24]4[CH:25]=[C:26]([CH:31]=[C:32]([O:35][CH3:36])[C:33]=4[F:34])[C:27]([O:29][CH3:30])=[O:28])=[CH:20][N:21]=3)=[CH:11][CH:10]=2)[CH2:3]1. The yield is 0.879.